This data is from Forward reaction prediction with 1.9M reactions from USPTO patents (1976-2016). The task is: Predict the product of the given reaction. (1) Given the reactants CCCCC(F)(F)C(O)CC[C@@H]1[C@@H](CCCCCCC(O)=O)C(=O)C[C@H]1O.C1CC[CH:31]([NH:34]C2CCCCC2)CC1.[C:41]([O:45][C:46]([N:48]([C@H:50]([CH2:54][C:55]1[CH:60]=[CH:59][C:58]([F:61])=[CH:57][CH:56]=1)[C:51](O)=[O:52])[CH3:49])=[O:47])([CH3:44])([CH3:43])[CH3:42].ON1C2C=CC=CC=2N=N1.Cl.CN(C)CCCN=C=NCC.CN.C(N(C(C)C)CC)(C)C, predict the reaction product. The product is: [C:41]([O:45][C:46](=[O:47])[N:48]([C@@H:50]([C:51](=[O:52])[NH:34][CH3:31])[CH2:54][C:55]1[CH:60]=[CH:59][C:58]([F:61])=[CH:57][CH:56]=1)[CH3:49])([CH3:44])([CH3:43])[CH3:42]. (2) Given the reactants [CH3:1][O:2][C:3]([C:5]1[NH:6][CH:7]=[C:8]([C:17]2[CH:22]=[CH:21][N:20]=[CH:19][CH:18]=2)[C:9]=1[C:10]1[CH:15]=[CH:14][C:13]([F:16])=[CH:12][CH:11]=1)=[O:4].CC(C)([O-])C.[K+].[C:29]([O:33][CH3:34])(=[O:32])[CH:30]=[CH2:31], predict the reaction product. The product is: [CH3:34][O:33][C:29](=[O:32])[CH2:30][CH2:31][N:6]1[CH:7]=[C:8]([C:17]2[CH:22]=[CH:21][N:20]=[CH:19][CH:18]=2)[C:9]([C:10]2[CH:11]=[CH:12][C:13]([F:16])=[CH:14][CH:15]=2)=[C:5]1[C:3]([O:2][CH3:1])=[O:4]. (3) The product is: [CH3:15][N:10]1[C:11]2[CH:12]=[CH:13][CH:14]=[C:6]([C:2]#[N:1])[C:7]=2[C:8]([CH2:16][C:17]2[CH:26]=[CH:25][C:24]3[C:19](=[CH:20][CH:21]=[CH:22][CH:23]=3)[CH:18]=2)=[CH:9]1. Given the reactants [NH2:1][C:2]([C:6]1[CH:14]=[CH:13][CH:12]=[C:11]2[C:7]=1[C:8]([CH2:16][C:17]1[CH:26]=[CH:25][C:24]3[C:19](=[CH:20][CH:21]=[CH:22][CH:23]=3)[CH:18]=1)=[CH:9][N:10]2[CH3:15])=CC#N.[Li]CCCC.C(#N)C, predict the reaction product. (4) Given the reactants [CH3:1][C:2]1[C:6]([CH3:8])([CH3:7])[C:5]2[C:9]3[C:14]([CH:15]=[CH:16][C:4]=2[N:3]=1)=[CH:13][CH:12]=[CH:11][CH:10]=3.[N:17]([CH2:20][CH2:21][CH2:22][I:23])=[N+:18]=[N-:19], predict the reaction product. The product is: [I-:23].[N:17]([CH2:20][CH2:21][CH2:22][N+:3]1[C:4]2[CH:16]=[CH:15][C:14]3[CH:13]=[CH:12][CH:11]=[CH:10][C:9]=3[C:5]=2[C:6]([CH3:7])([CH3:8])[C:2]=1[CH3:1])=[N+:18]=[N-:19]. (5) Given the reactants [CH3:1][O:2][C:3]1[CH:11]=[CH:10][C:6]([C:7](O)=[O:8])=[C:5]([CH3:12])[CH:4]=1.[H-].[Al+3].[Li+].[H-].[H-].[H-], predict the reaction product. The product is: [CH3:1][O:2][C:3]1[CH:11]=[CH:10][C:6]([CH2:7][OH:8])=[C:5]([CH3:12])[CH:4]=1. (6) The product is: [CH3:1][O:2][C:3]1[CH:4]=[CH:5][C:6]([N:9]([S:25]([CH2:28][CH2:29][CH2:30][C:31]([O:33][N:45]2[C:49](=[O:50])[CH2:48][CH2:47][C:46]2=[O:51])=[O:32])(=[O:26])=[O:27])[C:10]([C:12]2[C:21]3[C:16](=[CH:17][CH:18]=[CH:19][CH:20]=3)[N:15]=[C:14]3[O:22][CH:23]=[CH:24][C:13]=23)=[O:11])=[CH:7][CH:8]=1. Given the reactants [CH3:1][O:2][C:3]1[CH:8]=[CH:7][C:6]([N:9]([S:25]([CH2:28][CH2:29][CH2:30][C:31]([OH:33])=[O:32])(=[O:27])=[O:26])[C:10]([C:12]2[C:21]3[C:16](=[CH:17][CH:18]=[CH:19][CH:20]=3)[N:15]=[C:14]3[O:22][CH:23]=[CH:24][C:13]=23)=[O:11])=[CH:5][CH:4]=1.O1CCN(CC[N+]#[C-])CC1.O[N:45]1[C:49](=[O:50])[CH2:48][CH2:47][C:46]1=[O:51], predict the reaction product. (7) Given the reactants [Cl:1][C:2]1[N:3]=[C:4]([N:19]2[CH2:24][CH2:23][O:22][CH2:21][CH2:20]2)[C:5]2[N:11]=[C:10]([CH2:12][CH:13]3[CH2:18][CH2:17][NH:16][CH2:15][CH2:14]3)[CH:9]=[CH:8][C:6]=2[N:7]=1.[C:25](O)(=[O:27])[CH3:26].ON1C2C=CC=CC=2N=N1.Cl.CN(C)CCCN=C=NCC.CCN(C(C)C)C(C)C, predict the reaction product. The product is: [Cl:1][C:2]1[N:3]=[C:4]([N:19]2[CH2:20][CH2:21][O:22][CH2:23][CH2:24]2)[C:5]2[N:11]=[C:10]([CH2:12][CH:13]3[CH2:18][CH2:17][N:16]([C:25](=[O:27])[CH3:26])[CH2:15][CH2:14]3)[CH:9]=[CH:8][C:6]=2[N:7]=1.